Dataset: HIV replication inhibition screening data with 41,000+ compounds from the AIDS Antiviral Screen. Task: Binary Classification. Given a drug SMILES string, predict its activity (active/inactive) in a high-throughput screening assay against a specified biological target. (1) The compound is Cc1ccc(S(=O)(=O)NN=C(CC(=O)c2c(C)[n+]([O-])c3ccccc3[n+]2[O-])C(=O)Nc2ccc(C)c(C)c2)cc1. The result is 0 (inactive). (2) The compound is CC1(C)[CH-][N+](=O)C(C)(C)N1. The result is 0 (inactive). (3) The molecule is CC1=NN2C(=N)C(=Cc3ccccc3)C(=O)N=C2S1. The result is 0 (inactive).